This data is from Full USPTO retrosynthesis dataset with 1.9M reactions from patents (1976-2016). The task is: Predict the reactants needed to synthesize the given product. (1) Given the product [Cl:18][CH:6]([C:8]1[CH:13]=[CH:12][C:11]([Cl:14])=[CH:10][C:9]=1[Cl:15])[CH2:5][CH2:4][Cl:3], predict the reactants needed to synthesize it. The reactants are: [Cl-].[Li+].[Cl:3][CH2:4][CH2:5][CH:6]([C:8]1[CH:13]=[CH:12][C:11]([Cl:14])=[CH:10][C:9]=1[Cl:15])O.S(Cl)([Cl:18])=O.O. (2) Given the product [CH3:20][NH:21][C:22]([C:24]1[C:25]2[CH:33]=[CH:32][C:31]([O:34][C:2]3[CH:7]=[CH:6][N:5]=[C:4]4[CH:8]=[C:9]([C:11]([N:13]5[CH2:17][CH2:16][C@@H:15]([O:18][CH3:19])[CH2:14]5)=[O:12])[S:10][C:3]=34)=[CH:30][C:26]=2[S:27][C:28]=1[CH3:29])=[O:23], predict the reactants needed to synthesize it. The reactants are: Cl[C:2]1[CH:7]=[CH:6][N:5]=[C:4]2[CH:8]=[C:9]([C:11]([N:13]3[CH2:17][CH2:16][C@@H:15]([O:18][CH3:19])[CH2:14]3)=[O:12])[S:10][C:3]=12.[CH3:20][NH:21][C:22]([C:24]1[C:25]2[CH:33]=[CH:32][C:31]([OH:34])=[CH:30][C:26]=2[S:27][C:28]=1[CH3:29])=[O:23].C([O-])([O-])=O.[Cs+].[Cs+].